Dataset: NCI-60 drug combinations with 297,098 pairs across 59 cell lines. Task: Regression. Given two drug SMILES strings and cell line genomic features, predict the synergy score measuring deviation from expected non-interaction effect. (1) Drug 1: C1=NC2=C(N1)C(=S)N=C(N2)N. Drug 2: CC1=C2C(C(=O)C3(C(CC4C(C3C(C(C2(C)C)(CC1OC(=O)C(C(C5=CC=CC=C5)NC(=O)OC(C)(C)C)O)O)OC(=O)C6=CC=CC=C6)(CO4)OC(=O)C)O)C)O. Cell line: U251. Synergy scores: CSS=36.1, Synergy_ZIP=-12.8, Synergy_Bliss=-9.92, Synergy_Loewe=-20.8, Synergy_HSA=-4.96. (2) Drug 1: C1CCN(CC1)CCOC2=CC=C(C=C2)C(=O)C3=C(SC4=C3C=CC(=C4)O)C5=CC=C(C=C5)O. Drug 2: C1=NC2=C(N1)C(=S)N=C(N2)N. Cell line: MOLT-4. Synergy scores: CSS=39.3, Synergy_ZIP=-0.444, Synergy_Bliss=-1.21, Synergy_Loewe=-3.63, Synergy_HSA=0.474. (3) Drug 1: CCC1=C2CN3C(=CC4=C(C3=O)COC(=O)C4(CC)O)C2=NC5=C1C=C(C=C5)O. Drug 2: C1=NC2=C(N1)C(=S)N=CN2. Cell line: SF-268. Synergy scores: CSS=52.7, Synergy_ZIP=-7.97, Synergy_Bliss=-7.11, Synergy_Loewe=-4.98, Synergy_HSA=-2.32. (4) Drug 1: C1=NC2=C(N1)C(=S)N=CN2. Drug 2: CC12CCC3C(C1CCC2OP(=O)(O)O)CCC4=C3C=CC(=C4)OC(=O)N(CCCl)CCCl.[Na+]. Cell line: OVCAR-5. Synergy scores: CSS=33.9, Synergy_ZIP=-12.1, Synergy_Bliss=-3.02, Synergy_Loewe=-7.55, Synergy_HSA=0.406. (5) Drug 1: CC(C1=C(C=CC(=C1Cl)F)Cl)OC2=C(N=CC(=C2)C3=CN(N=C3)C4CCNCC4)N. Drug 2: C1CCC(C(C1)N)N.C(=O)(C(=O)[O-])[O-].[Pt+4]. Cell line: HCT116. Synergy scores: CSS=47.3, Synergy_ZIP=5.95, Synergy_Bliss=5.81, Synergy_Loewe=6.47, Synergy_HSA=8.29. (6) Drug 1: CN1CCC(CC1)COC2=C(C=C3C(=C2)N=CN=C3NC4=C(C=C(C=C4)Br)F)OC. Drug 2: CCN(CC)CCCC(C)NC1=C2C=C(C=CC2=NC3=C1C=CC(=C3)Cl)OC. Cell line: OVCAR-5. Synergy scores: CSS=54.1, Synergy_ZIP=2.05, Synergy_Bliss=6.49, Synergy_Loewe=6.91, Synergy_HSA=7.38. (7) Drug 1: CC1=C(C=C(C=C1)NC2=NC=CC(=N2)N(C)C3=CC4=NN(C(=C4C=C3)C)C)S(=O)(=O)N.Cl. Drug 2: CC12CCC3C(C1CCC2OP(=O)(O)O)CCC4=C3C=CC(=C4)OC(=O)N(CCCl)CCCl.[Na+]. Cell line: HOP-92. Synergy scores: CSS=10.1, Synergy_ZIP=-1.14, Synergy_Bliss=2.73, Synergy_Loewe=1.21, Synergy_HSA=2.17.